The task is: Binary Classification. Given a drug SMILES string, predict its activity (active/inactive) in a high-throughput screening assay against a specified biological target.. This data is from M1 muscarinic receptor antagonist screen with 61,756 compounds. (1) The compound is Clc1c(c(Nc2c(cccc2)C(O)=O)ccc1)C. The result is 0 (inactive). (2) The molecule is Clc1c(c2c(n(c3c(c2=O)cccc3)CC)NC(=O)c2occc2)cccc1. The result is 0 (inactive). (3) The drug is O1CCN(CC1)C(=O)Cn1nc(c2ccccc2)ccc1=O. The result is 0 (inactive).